This data is from Reaction yield outcomes from USPTO patents with 853,638 reactions. The task is: Predict the reaction yield, written as a fraction of the theoretical maximum amount of product (1.0 means a 100% yield; for example, 0.34 means a 34% yield). (1) The reactants are [OH:1][CH2:2][CH2:3][CH2:4][C:5]1[C:6]([Cl:24])=[N:7][C:8]2[N:9]([N:21]=[CH:22][CH:23]=2)[C:10]=1[NH:11][C:12]1[CH:17]=[CH:16][C:15]([O:18][CH2:19][CH3:20])=[CH:14][CH:13]=1.C(N(CC)CC)C.[C:32]([Si:36](Cl)([CH3:38])[CH3:37])([CH3:35])([CH3:34])[CH3:33].Cl. The catalyst is C(Cl)Cl. The product is [Si:36]([O:1][CH2:2][CH2:3][CH2:4][C:5]1[C:6]([Cl:24])=[N:7][C:8]2[N:9]([N:21]=[CH:22][CH:23]=2)[C:10]=1[NH:11][C:12]1[CH:13]=[CH:14][C:15]([O:18][CH2:19][CH3:20])=[CH:16][CH:17]=1)([C:32]([CH3:35])([CH3:34])[CH3:33])([CH3:38])[CH3:37]. The yield is 1.00. (2) The reactants are [CH3:1][O:2][C:3]1[CH:8]=[CH:7][C:6]([Ge:9]([C:26]2[CH:31]=[CH:30][C:29]([CH3:32])=[CH:28][CH:27]=2)([C:19]2[CH:24]=[CH:23][C:22]([CH3:25])=[CH:21][CH:20]=2)[CH2:10][CH2:11][C:12]2[CH:17]=[CH:16][C:15]([OH:18])=[CH:14][CH:13]=2)=[CH:5][CH:4]=1.[CH3:33][CH2:34][O:35][CH2:36][CH2:37]Cl.C(=O)([O-])[O-].[Cs+].[Cs+]. The catalyst is C(#N)C.[I-].C([N+](CCCC)(CCCC)CCCC)CCC. The product is [CH2:34]([O:35][CH2:36][CH2:37][O:18][C:15]1[CH:16]=[CH:17][C:12]([CH2:11][CH2:10][Ge:9]([C:6]2[CH:5]=[CH:4][C:3]([O:2][CH3:1])=[CH:8][CH:7]=2)([C:19]2[CH:24]=[CH:23][C:22]([CH3:25])=[CH:21][CH:20]=2)[C:26]2[CH:27]=[CH:28][C:29]([CH3:32])=[CH:30][CH:31]=2)=[CH:13][CH:14]=1)[CH3:33]. The yield is 0.700. (3) The reactants are C(S[C:4](=[O:23])[CH:5]([C:19]([F:22])([F:21])[F:20])[CH2:6][C:7](=O)[C:8]1[CH:13]=[CH:12][C:11]([C:14]([F:17])([F:16])[F:15])=[CH:10][CH:9]=1)C.O.[NH2:25][NH2:26]. The catalyst is CCO. The product is [F:20][C:19]([F:22])([F:21])[CH:5]1[CH2:6][C:7]([C:8]2[CH:13]=[CH:12][C:11]([C:14]([F:17])([F:16])[F:15])=[CH:10][CH:9]=2)=[N:26][NH:25][C:4]1=[O:23]. The yield is 1.00. (4) The reactants are Br[C:2]1[C:10]2[C:5](=[CH:6][N:7]=[CH:8][CH:9]=2)[S:4][C:3]=1[CH3:11].[CH2:12]([CH:14]([C:17]1[C:18]2[N:19]([C:24](I)=[C:25]([CH3:27])[N:26]=2)[N:20]=[C:21]([CH3:23])[CH:22]=1)[CH2:15][CH3:16])[CH3:13]. The catalyst is C1COCC1.[Zn]. The product is [CH2:12]([CH:14]([C:17]1[C:18]2[N:19]([C:24]([C:2]3[C:10]4[C:5](=[CH:6][N:7]=[CH:8][CH:9]=4)[S:4][C:3]=3[CH3:11])=[C:25]([CH3:27])[N:26]=2)[N:20]=[C:21]([CH3:23])[CH:22]=1)[CH2:15][CH3:16])[CH3:13]. The yield is 0.150.